This data is from Reaction yield outcomes from USPTO patents with 853,638 reactions. The task is: Predict the reaction yield, written as a fraction of the theoretical maximum amount of product (1.0 means a 100% yield; for example, 0.34 means a 34% yield). (1) The reactants are [CH2:1]([O:8][C:9](=[O:20])[NH:10][CH:11]1[CH2:16][CH2:15][CH2:14][CH2:13][CH:12]1[C:17](=[O:19])C)[C:2]1[CH:7]=[CH:6][CH:5]=[CH:4][CH:3]=1.O.[OH-].[Li+].Cl.C(OCC)(=[O:27])C. The catalyst is O1CCCC1.O. The product is [CH2:1]([O:8][C:9]([NH:10][CH:11]1[CH2:16][CH2:15][CH2:14][CH2:13][CH:12]1[C:17]([OH:19])=[O:27])=[O:20])[C:2]1[CH:3]=[CH:4][CH:5]=[CH:6][CH:7]=1. The yield is 0.820. (2) The reactants are C[O:2][C:3]1[CH:4]=[C:5]([NH:46][S:47]([N:50]([CH3:52])[CH3:51])(=[O:49])=[O:48])[CH:6]=[CH:7][C:8]=1[C:9]1[C:17]2[C:16]([NH:18][C@H:19]([C:21]3[N:26]([C:27]4[CH:32]=[CH:31][CH:30]=[CH:29][CH:28]=4)[C:25](=[O:33])[C:24]4=[C:34]([CH3:37])[CH:35]=[CH:36][N:23]4[N:22]=3)[CH3:20])=[N:15][CH:14]=[N:13][C:12]=2[N:11](COCC[Si](C)(C)C)[CH:10]=1.B(Br)(Br)Br.N. The catalyst is ClCCl. The product is [OH:2][C:3]1[CH:4]=[C:5]([NH:46][S:47]([N:50]([CH3:52])[CH3:51])(=[O:49])=[O:48])[CH:6]=[CH:7][C:8]=1[C:9]1[C:17]2[C:16]([NH:18][C@H:19]([C:21]3[N:26]([C:27]4[CH:28]=[CH:29][CH:30]=[CH:31][CH:32]=4)[C:25](=[O:33])[C:24]4=[C:34]([CH3:37])[CH:35]=[CH:36][N:23]4[N:22]=3)[CH3:20])=[N:15][CH:14]=[N:13][C:12]=2[NH:11][CH:10]=1. The yield is 0.0200. (3) The reactants are [F:1][C:2]1[CH:3]=[CH:4][C:5]([NH:8][NH:9][C:10]([C@:12]2([CH2:18][O:19][Si:20]([CH:27]([CH3:29])[CH3:28])([CH:24]([CH3:26])[CH3:25])[CH:21]([CH3:23])[CH3:22])[CH2:16][CH2:15][CH2:14][N:13]2[CH3:17])=O)=[N:6][CH:7]=1.C1C=CC(P(C2C=CC=CC=2)C2C=CC=CC=2)=CC=1.CCN(CC)CC.ClC(Cl)(Cl)C(Cl)(Cl)Cl. The catalyst is C1COCC1.C(Cl)Cl. The product is [F:1][C:2]1[CH:3]=[CH:4][C:5]2[N:6]([C:10]([C@:12]3([CH2:18][O:19][Si:20]([CH:27]([CH3:29])[CH3:28])([CH:24]([CH3:26])[CH3:25])[CH:21]([CH3:23])[CH3:22])[CH2:16][CH2:15][CH2:14][N:13]3[CH3:17])=[N:9][N:8]=2)[CH:7]=1. The yield is 0.410. (4) The reactants are [NH2:1][C:2]1[CH:7]=[CH:6][C:5]([Br:8])=[CH:4][C:3]=1[C:9](=O)[CH3:10].Cl.C([O:15][C:16](=O)[CH2:17][NH2:18])C. The catalyst is N1C=CC=CC=1. The product is [Br:8][C:5]1[CH:6]=[CH:7][C:2]2[NH:1][C:16](=[O:15])[CH2:17][N:18]=[C:9]([CH3:10])[C:3]=2[CH:4]=1. The yield is 0.160.